From a dataset of Reaction yield outcomes from USPTO patents with 853,638 reactions. Predict the reaction yield, written as a fraction of the theoretical maximum amount of product (1.0 means a 100% yield; for example, 0.34 means a 34% yield). (1) The reactants are [O:1]1[C@H:3]([CH3:4])[CH2:2]1.[CH2:5]([Mg]Br)[CH2:6][CH2:7][CH:8]=[CH2:9].[NH4+].[Cl-]. The catalyst is C1COCC1. The product is [CH3:4][C@@H:3]([OH:1])[CH2:2][CH2:9][CH2:8][CH2:7][CH:6]=[CH2:5]. The yield is 0.650. (2) The reactants are [CH3:1][C:2]([C:6]1[NH:10][N:9]=[C:8]([C:11]2[CH:16]=[CH:15][CH:14]=[CH:13][CH:12]=2)[N:7]=1)([CH3:5])[CH2:3][NH2:4].[F:17][C:18]([F:34])([F:33])[C:19]1[O:23][N:22]=[C:21]([C:24]2[CH:25]=[C:26]([CH:30]=[CH:31][CH:32]=2)[C:27](O)=[O:28])[N:20]=1. No catalyst specified. The product is [CH3:5][C:2]([C:6]1[NH:10][N:9]=[C:8]([C:11]2[CH:16]=[CH:15][CH:14]=[CH:13][CH:12]=2)[N:7]=1)([CH3:1])[CH2:3][NH:4][C:27](=[O:28])[C:26]1[CH:30]=[CH:31][CH:32]=[C:24]([C:21]2[N:20]=[C:19]([C:18]([F:34])([F:33])[F:17])[O:23][N:22]=2)[CH:25]=1. The yield is 0.250. (3) The reactants are [OH:1][C:2]1[CH:7]=[CH:6][C:5]([CH2:8][C:9]([O:11][CH2:12][CH3:13])=[O:10])=[CH:4][CH:3]=1.C([O-])([O-])=O.[K+].[K+].Cl[CH2:21][C:22]1[CH:31]=[CH:30][C:29]2[C:24](=[CH:25][CH:26]=[CH:27][CH:28]=2)[N:23]=1. The catalyst is C(#N)C.O. The product is [N:23]1[C:24]2[C:29](=[CH:28][CH:27]=[CH:26][CH:25]=2)[CH:30]=[CH:31][C:22]=1[CH2:21][O:1][C:2]1[CH:3]=[CH:4][C:5]([CH2:8][C:9]([O:11][CH2:12][CH3:13])=[O:10])=[CH:6][CH:7]=1. The yield is 0.950.